Dataset: Catalyst prediction with 721,799 reactions and 888 catalyst types from USPTO. Task: Predict which catalyst facilitates the given reaction. Product: [Cl:17][C:18]1[CH:19]=[C:20]([CH:21]=[CH:22][C:23]([N:10]2[C:11]3[CH:16]=[CH:15][CH:14]=[CH:13][C:12]=3[O:7][CH2:8][CH2:9]2)=[O:24])[CH:26]=[CH:27][CH:28]=1. Reactant: N1C=CC=CC=1.[O:7]1[C:12]2[CH:13]=[CH:14][CH:15]=[CH:16][C:11]=2[NH:10][CH2:9][CH2:8]1.[Cl:17][C:18]1[CH:19]=[C:20]([CH:26]=[CH:27][CH:28]=1)[CH:21]=[CH:22][C:23](Cl)=[O:24].O. The catalyst class is: 2.